This data is from Peptide-MHC class II binding affinity with 134,281 pairs from IEDB. The task is: Regression. Given a peptide amino acid sequence and an MHC pseudo amino acid sequence, predict their binding affinity value. This is MHC class II binding data. (1) The peptide sequence is GAIWRIDPKKPLKGP. The MHC is HLA-DQA10501-DQB10201 with pseudo-sequence HLA-DQA10501-DQB10201. The binding affinity (normalized) is 0.0978. (2) The peptide sequence is ARKVAATAANAAPAN. The binding affinity (normalized) is 0.604. The MHC is HLA-DPA10103-DPB10301 with pseudo-sequence HLA-DPA10103-DPB10301.